Predict which catalyst facilitates the given reaction. From a dataset of Catalyst prediction with 721,799 reactions and 888 catalyst types from USPTO. (1) Reactant: [CH2:1]([O:8][C:9]1[C:15]2[CH:16]=[C:17]([F:20])[CH:18]=[CH:19][C:14]=2[O:13][CH:12]=[C:11]([C:21]2[CH:26]=[CH:25][C:24]([Br:27])=[CH:23][CH:22]=2)[N:10]=1)[C:2]1[CH:7]=[CH:6][CH:5]=[CH:4][CH:3]=1. Product: [CH2:1]([O:8][C:9]1[C:15]2[C:14](=[CH:19][CH:18]=[C:17]([F:20])[CH:16]=2)[C:12]([OH:13])=[C:11]([C:21]2[CH:26]=[CH:25][C:24]([Br:27])=[CH:23][CH:22]=2)[N:10]=1)[C:2]1[CH:3]=[CH:4][CH:5]=[CH:6][CH:7]=1. The catalyst class is: 32. (2) Reactant: [F-].C([N+](CCCC)(CCCC)CCCC)CCC.[Br:19][C:20]1[CH:21]=[C:22]2[C:26](=[CH:27][C:28]=1[Br:29])[N:25](COCC[Si](C)(C)C)[N:24]=[C:23]2[NH:38][C:39](=[O:43])[CH2:40][CH2:41][CH3:42].C(OCC)(=O)C. Product: [Br:19][C:20]1[CH:21]=[C:22]2[C:26](=[CH:27][C:28]=1[Br:29])[NH:25][N:24]=[C:23]2[NH:38][C:39](=[O:43])[CH2:40][CH2:41][CH3:42]. The catalyst class is: 7.